This data is from Catalyst prediction with 721,799 reactions and 888 catalyst types from USPTO. The task is: Predict which catalyst facilitates the given reaction. (1) Reactant: [CH3:1][N:2]([C@@H:10]([CH3:26])[C:11](=[O:25])[NH:12][C@H:13]1[CH2:19][O:18][C:17]2[CH:20]=[CH:21][CH:22]=[CH:23][C:16]=2[NH:15][C:14]1=[O:24])[C:3](=[O:9])[O:4][C:5]([CH3:8])([CH3:7])[CH3:6].[Br:27][C:28]1[CH:29]=[C:30]2[C:35](=[CH:36][CH:37]=1)[C:34]([CH2:38]Cl)=[C:33]([O:40][CH3:41])[CH:32]=[CH:31]2.C([O-])([O-])=O.[Cs+].[Cs+].[Na+].[I-]. Product: [Br:27][C:28]1[CH:29]=[C:30]2[C:35](=[CH:36][CH:37]=1)[C:34]([CH2:38][N:15]1[C:14](=[O:24])[C@@H:13]([NH:12][C:11](=[O:25])[C@@H:10]([N:2]([CH3:1])[C:3](=[O:9])[O:4][C:5]([CH3:8])([CH3:6])[CH3:7])[CH3:26])[CH2:19][O:18][C:17]3[CH:20]=[CH:21][CH:22]=[CH:23][C:16]1=3)=[C:33]([O:40][CH3:41])[CH:32]=[CH:31]2. The catalyst class is: 31. (2) Reactant: [F:1][C:2]([F:21])([F:20])[C:3]([CH3:19])([CH3:18])[O:4][C:5]1[CH:13]=[CH:12][C:8]([C:9]([OH:11])=O)=[CH:7][C:6]=1[C:14]([F:17])([F:16])[F:15].[NH2:22][C:23](=[N:37]O)[C:24]1[CH:32]=[CH:31][CH:30]=[C:29]2[C:25]=1[CH:26]=[CH:27][N:28]2[CH2:33][C:34]([NH2:36])=[O:35].CC(C)N=C=NC(C)C. Product: [F:20][C:2]([F:1])([F:21])[C:3]([CH3:18])([CH3:19])[O:4][C:5]1[CH:13]=[CH:12][C:8]([C:9]2[O:11][N:37]=[C:23]([C:24]3[CH:32]=[CH:31][CH:30]=[C:29]4[C:25]=3[CH:26]=[CH:27][N:28]4[CH2:33][C:34]([NH2:36])=[O:35])[N:22]=2)=[CH:7][C:6]=1[C:14]([F:16])([F:15])[F:17]. The catalyst class is: 12. (3) Reactant: [OH-].[Na+].O1CCCC1.[C:8]([O:12][C:13]([NH:15][C@H:16]1[CH2:21][CH2:20][CH2:19][CH2:18][C@H:17]1[NH:22][C:23]1[C:32]([F:33])=[CH:31][C:26]([C:27]([O:29]C)=[O:28])=[C:25]([NH:34][C:35]2[C:44]3[C:39](=[CH:40][CH:41]=[CH:42][CH:43]=3)[CH:38]=[N:37][CH:36]=2)[N:24]=1)=[O:14])([CH3:11])([CH3:10])[CH3:9]. Product: [C:8]([O:12][C:13]([NH:15][C@H:16]1[CH2:21][CH2:20][CH2:19][CH2:18][C@H:17]1[NH:22][C:23]1[C:32]([F:33])=[CH:31][C:26]([C:27]([OH:29])=[O:28])=[C:25]([NH:34][C:35]2[C:44]3[C:39](=[CH:40][CH:41]=[CH:42][CH:43]=3)[CH:38]=[N:37][CH:36]=2)[N:24]=1)=[O:14])([CH3:11])([CH3:9])[CH3:10]. The catalyst class is: 5. (4) Reactant: [CH3:1][O:2][C:3](=[O:23])[C:4]1[CH:9]=[C:8]([O:10][C:11]2[CH:16]=[CH:15][C:14]([N+:17]([O-])=O)=[CH:13][CH:12]=2)[CH:7]=[CH:6][C:5]=1[N+:20]([O-])=O. Product: [CH3:1][O:2][C:3](=[O:23])[C:4]1[CH:9]=[C:8]([O:10][C:11]2[CH:16]=[CH:15][C:14]([NH2:17])=[CH:13][CH:12]=2)[CH:7]=[CH:6][C:5]=1[NH2:20]. The catalyst class is: 19. (5) Product: [CH3:26][C:12]1[C:11](=[O:27])[C:10]2[C:15](=[C:16]([C:17](=[O:19])[CH:18]=[CH:34][C:33]3[CH:36]=[C:37]([O:41][CH3:42])[C:38]([O:39][CH3:40])=[C:31]([O:30][CH3:29])[CH:32]=3)[C:7]([O:6][CH2:5][C:4]([CH3:3])=[CH2:28])=[CH:8][CH:9]=2)[O:14][C:13]=1[C:20]1[CH:21]=[CH:22][CH:23]=[CH:24][CH:25]=1. The catalyst class is: 40. Reactant: [OH-].[K+].[CH3:3][C:4](=[CH2:28])[CH2:5][O:6][C:7]1[C:16]([C:17](=[O:19])[CH3:18])=[C:15]2[C:10]([C:11](=[O:27])[C:12]([CH3:26])=[C:13]([C:20]3[CH:25]=[CH:24][CH:23]=[CH:22][CH:21]=3)[O:14]2)=[CH:9][CH:8]=1.[CH3:29][O:30][C:31]1[CH:32]=[C:33]([CH:36]=[C:37]([O:41][CH3:42])[C:38]=1[O:39][CH3:40])[CH:34]=O. (6) Reactant: [Br:1][C:2]1[CH:3]=[CH:4][C:5]([N:10]2[CH2:14][CH2:13][CH:12]([O:15][C:16](=[O:18])[CH3:17])[CH2:11]2)=[C:6]([CH:9]=1)[CH:7]=O.C1(P(C2C=CC=CC=2)(C2C=CC=CC=2)=[C:26]([CH3:34])[C:27]([O:29][C:30]([CH3:33])([CH3:32])[CH3:31])=[O:28])C=CC=CC=1.O. Product: [C:16]([O:15][CH:12]1[CH2:13][CH2:14][N:10]([C:5]2[CH:4]=[CH:3][C:2]([Br:1])=[CH:9][C:6]=2/[CH:7]=[C:26](\[CH3:34])/[C:27]([O:29][C:30]([CH3:33])([CH3:32])[CH3:31])=[O:28])[CH2:11]1)(=[O:18])[CH3:17]. The catalyst class is: 11.